From a dataset of Reaction yield outcomes from USPTO patents with 853,638 reactions. Predict the reaction yield, written as a fraction of the theoretical maximum amount of product (1.0 means a 100% yield; for example, 0.34 means a 34% yield). (1) The reactants are [CH3:1][N:2]([CH3:9])[CH:3]1[CH2:8][CH2:7][CH2:6][NH:5][CH2:4]1.[Br:10][C:11]1[C:12](F)=[C:13]2[C:19]([NH:20][C:21](=[O:28])[C:22]3[CH:27]=[CH:26][CH:25]=[N:24][CH:23]=3)=[CH:18][NH:17][C:14]2=[N:15][CH:16]=1. The catalyst is CCCCO. The product is [Br:10][C:11]1[C:12]([N:5]2[CH2:6][CH2:7][CH2:8][CH:3]([N:2]([CH3:9])[CH3:1])[CH2:4]2)=[C:13]2[C:19]([NH:20][C:21](=[O:28])[C:22]3[CH:27]=[CH:26][CH:25]=[N:24][CH:23]=3)=[CH:18][NH:17][C:14]2=[N:15][CH:16]=1. The yield is 0.454. (2) The reactants are [CH3:1][O:2][C:3](=[O:15])[C:4](=O)[CH2:5][C:6]([C:8]1[CH:13]=[CH:12][CH:11]=[CH:10][N:9]=1)=O.[Cl:16][C:17]1[N:18]=[N:19][C:20]([NH:23][NH2:24])=[CH:21][CH:22]=1.Cl.C(=O)([O-])O.[Na+]. The catalyst is CO.C(OCC)(=O)C. The product is [CH3:1][O:2][C:3]([C:4]1[CH:5]=[C:6]([C:8]2[CH:13]=[CH:12][CH:11]=[CH:10][N:9]=2)[N:23]([C:20]2[N:19]=[N:18][C:17]([Cl:16])=[CH:22][CH:21]=2)[N:24]=1)=[O:15]. The yield is 0.500. (3) The catalyst is C(#N)C.C(O)(C)C.O.C1(C)C=CC=CC=1. The product is [CH:34]1[C:35]2[C:41]([CH:40]=[CH:39][CH:38]=[CH:37][CH:36]=2)=[CH:42][C:33]=1[CH2:32][C:30]1[CH:29]=[CH:28][C:27]([OH:43])=[C:26]([C@@H:6]2[O:9][C@H:10]([CH2:21][OH:22])[C@@H:11]([OH:17])[C@H:12]([OH:13])[C@H:5]2[OH:4])[CH:31]=1. The reactants are C([O:4][C@@H:5]1[C@@H:12]([O:13]C(=O)C)[C@H:11]([O:17]C(=O)C)[C@@H:10]([CH2:21][O:22]C(=O)C)[O:9][C:6]1([C:26]1[CH:31]=[C:30]([CH2:32][C:33]2[CH:42]=[C:41]3[C:35](=[CH:36][CH:37]=[CH:38][CH:39]=[CH:40]3)[CH:34]=2)[CH:29]=[CH:28][C:27]=1[O:43]C(=O)C)OC)(=O)C.C(O[C@@H]1[C@@H](OC(=O)C)[C@H](OC(=O)C)[C@@H](COC(=O)C)OC1(C1C=C(CC2C=C3C(=CC=CC=C3)C=2)C=CC=1O)OC)(=O)C.C([SiH](CC)CC)C.FC(F)(F)S(O[Si](C)(C)C)(=O)=O.C(=O)([O-])O.[Na+]. The yield is 0.480. (4) The reactants are [H-].[Al+3].[Li+].[H-].[H-].[H-].[F:7][C:8]([F:24])([F:23])[O:9][C:10]1[CH:15]=[CH:14][C:13]([C:16]2([C:21]#[N:22])[CH2:20][CH2:19][CH2:18][CH2:17]2)=[CH:12][CH:11]=1. The catalyst is CCOCC. The product is [F:7][C:8]([F:23])([F:24])[O:9][C:10]1[CH:11]=[CH:12][C:13]([C:16]2([CH2:21][NH2:22])[CH2:20][CH2:19][CH2:18][CH2:17]2)=[CH:14][CH:15]=1. The yield is 0.770. (5) The reactants are [CH2:1]([O:8][C@@H:9]1[C@@H:14]([O:15][CH2:16][C:17]2[CH:22]=[CH:21][CH:20]=[CH:19][CH:18]=2)[C@H:13]([O:23][CH2:24][C:25]2[CH:30]=[CH:29][CH:28]=[CH:27][CH:26]=2)[C@@H:12]([CH2:31][O:32][CH2:33][C:34]2[CH:39]=[CH:38][CH:37]=[CH:36][CH:35]=2)[O:11][CH:10]1[C:40]1[C:45]2[CH2:46][CH2:47][O:48][C:44]=2[C:43]([Cl:49])=[C:42]([CH2:50][O:51][Si](C(C)(C)C)(C2C=CC=CC=2)C2C=CC=CC=2)[CH:41]=1)[C:2]1[CH:7]=[CH:6][CH:5]=[CH:4][CH:3]=1.[F-].C([N+](CCCC)(CCCC)CCCC)CCC. The catalyst is C1COCC1. The product is [Cl:49][C:43]1[C:44]2[O:48][CH2:47][CH2:46][C:45]=2[C:40]([C@H:10]2[C@H:9]([O:8][CH2:1][C:2]3[CH:7]=[CH:6][CH:5]=[CH:4][CH:3]=3)[C@@H:14]([O:15][CH2:16][C:17]3[CH:22]=[CH:21][CH:20]=[CH:19][CH:18]=3)[C@H:13]([O:23][CH2:24][C:25]3[CH:26]=[CH:27][CH:28]=[CH:29][CH:30]=3)[C@@H:12]([CH2:31][O:32][CH2:33][C:34]3[CH:35]=[CH:36][CH:37]=[CH:38][CH:39]=3)[O:11]2)=[CH:41][C:42]=1[CH2:50][OH:51]. The yield is 0.940. (6) The reactants are [N:1]1([C:7](=[O:15])[CH2:8][N:9]2[CH2:14][CH2:13][NH:12][CH2:11][CH2:10]2)[CH2:6][CH2:5][O:4][CH2:3][CH2:2]1.C(N(C(C)C)CC)(C)C.[Cl:25][C:26]1[CH:31]=[CH:30][C:29]([C@H:32]2[C@@H:36]([C:37]3[CH:42]=[CH:41][C:40]([Cl:43])=[CH:39][CH:38]=3)[N:35]([C:44](Cl)=[O:45])[C:34]([C:47]3[CH:52]=[CH:51][C:50]([C:53]#[N:54])=[CH:49][C:48]=3[O:55][CH2:56][CH3:57])=[N:33]2)=[CH:28][CH:27]=1.Cl. The catalyst is C(Cl)Cl.O. The product is [ClH:25].[Cl:25][C:26]1[CH:27]=[CH:28][C:29]([C@H:32]2[C@@H:36]([C:37]3[CH:38]=[CH:39][C:40]([Cl:43])=[CH:41][CH:42]=3)[N:35]([C:44]([N:12]3[CH2:11][CH2:10][N:9]([CH2:8][C:7]([N:1]4[CH2:2][CH2:3][O:4][CH2:5][CH2:6]4)=[O:15])[CH2:14][CH2:13]3)=[O:45])[C:34]([C:47]3[CH:52]=[CH:51][C:50]([C:53]#[N:54])=[CH:49][C:48]=3[O:55][CH2:56][CH3:57])=[N:33]2)=[CH:30][CH:31]=1. The yield is 0.910. (7) The reactants are [CH3:1][O:2][C:3](=[O:30])[NH:4][CH:5]([C:9]([N:11]1[CH2:15][CH2:14][CH2:13][CH:12]1[C:16]1[NH:17][C:18]([C:21]2[S:25][CH:24]3[CH:26]=[C:27](Br)[S:28][CH:23]3[CH:22]=2)=[CH:19][N:20]=1)=[O:10])[CH:6]([CH3:8])[CH3:7].[CH3:31][O:32][C:33](=[O:53])[NH:34][CH:35]([C:39]([N:41]1[CH2:45][CH2:44][CH2:43][CH:42]1[C:46]1[NH:47][C:48]([C:51]#[CH:52])=[CH:49][N:50]=1)=[O:40])[CH:36]([CH3:38])[CH3:37].C(N(CC)CC)C. The catalyst is CN(C=O)C.C1C=CC([P]([Pd]([P](C2C=CC=CC=2)(C2C=CC=CC=2)C2C=CC=CC=2)([P](C2C=CC=CC=2)(C2C=CC=CC=2)C2C=CC=CC=2)[P](C2C=CC=CC=2)(C2C=CC=CC=2)C2C=CC=CC=2)(C2C=CC=CC=2)C2C=CC=CC=2)=CC=1.[Cu]I. The product is [CH3:1][O:2][C:3](=[O:30])[NH:4][CH:5]([C:9]([N:11]1[CH2:15][CH2:14][CH2:13][CH:12]1[C:16]1[NH:17][C:18]([C:21]2[S:25][CH:24]3[CH:26]=[C:27]([C:52]#[C:51][C:48]4[NH:47][C:46]([CH:42]5[CH2:43][CH2:44][CH2:45][N:41]5[C:39](=[O:40])[CH:35]([NH:34][C:33]([O:32][CH3:31])=[O:53])[CH:36]([CH3:38])[CH3:37])=[N:50][CH:49]=4)[S:28][CH:23]3[CH:22]=2)=[CH:19][N:20]=1)=[O:10])[CH:6]([CH3:8])[CH3:7]. The yield is 0.180. (8) The reactants are [CH3:1][O:2][C:3]([C:5]1[S:6][C:7]([C:19]#[C:20][C:21]([CH3:24])([CH3:23])[CH3:22])=[CH:8][C:9]=1[NH:10][CH2:11][CH2:12][P:13]([O:16][CH2:17][CH3:18])([CH3:15])=[O:14])=[O:4].[CH3:25][CH:26]1[CH2:31][CH2:30][CH:29]([C:32](Cl)=[O:33])[CH2:28][CH2:27]1. The catalyst is N1C=CC=CC=1.CCOC(C)=O. The product is [CH3:1][O:2][C:3]([C:5]1[S:6][C:7]([C:19]#[C:20][C:21]([CH3:23])([CH3:22])[CH3:24])=[CH:8][C:9]=1[N:10]([CH2:11][CH2:12][P:13]([O:16][CH2:17][CH3:18])([CH3:15])=[O:14])[C:32]([CH:29]1[CH2:30][CH2:31][CH:26]([CH3:25])[CH2:27][CH2:28]1)=[O:33])=[O:4]. The yield is 0.780.